Dataset: Reaction yield outcomes from USPTO patents with 853,638 reactions. Task: Predict the reaction yield, written as a fraction of the theoretical maximum amount of product (1.0 means a 100% yield; for example, 0.34 means a 34% yield). (1) The reactants are [NH2:1][C:2]1[S:3][CH:4]=[C:5]([CH2:7][OH:8])[N:6]=1.[C:9](OC(=O)C)(=[O:11])[CH3:10].[O:16]1CCO[CH2:18][CH2:17]1. No catalyst specified. The product is [C:9]([O:8][CH2:7][C:5]1[N:6]=[C:2]([NH:1][C:17](=[O:16])[CH3:18])[S:3][CH:4]=1)(=[O:11])[CH3:10]. The yield is 0.300. (2) The reactants are [Cl:1][C:2]1[CH:7]=[CH:6][N:5]=[C:4]([C@@H:8]([NH:12][S@@](C(C)(C)C)=O)[CH2:9][CH:10]=[CH2:11])[CH:3]=1.Cl. The catalyst is CO. The product is [Cl:1][C:2]1[CH:7]=[CH:6][N:5]=[C:4]([C@@H:8]([NH2:12])[CH2:9][CH:10]=[CH2:11])[CH:3]=1. The yield is 0.900. (3) The reactants are [CH3:1][O:2][C:3]1[CH:4]=[C:5]2[C:10](=[CH:11][C:12]=1[O:13][CH3:14])[N:9]=[CH:8][CH:7]=[C:6]2[O:15][C:16]1[CH:22]=[CH:21][C:19]([NH2:20])=[C:18]([CH3:23])[C:17]=1[CH3:24].C1(C)C=CC=CC=1.C(N(CC)CC)C.Cl[C:40](Cl)([O:42][C:43](=[O:49])OC(Cl)(Cl)Cl)Cl.[C:51]([C:55]1[CH:60]=[CH:59][C:58]([S:61][CH2:62][CH2:63]CO)=[CH:57][CH:56]=1)([CH3:54])([CH3:53])[CH3:52]. The catalyst is C(Cl)Cl. The product is [CH3:1][O:2][C:3]1[CH:4]=[C:5]2[C:10](=[CH:11][C:12]=1[O:13][CH3:14])[N:9]=[CH:8][CH:7]=[C:6]2[O:15][C:16]1[CH:22]=[CH:21][C:19]([NH:20][C:43](=[O:49])[O:42][CH2:40][CH2:63][CH2:62][S:61][C:58]2[CH:59]=[CH:60][C:55]([C:51]([CH3:52])([CH3:54])[CH3:53])=[CH:56][CH:57]=2)=[C:18]([CH3:23])[C:17]=1[CH3:24]. The yield is 0.740.